From a dataset of Reaction yield outcomes from USPTO patents with 853,638 reactions. Predict the reaction yield, written as a fraction of the theoretical maximum amount of product (1.0 means a 100% yield; for example, 0.34 means a 34% yield). (1) The reactants are [Cl:1][C:2]1[CH:7]=[CH:6][C:5]([C:8]2[C:9]([CH:14]=[O:15])=[CH:10][CH:11]=[CH:12][CH:13]=2)=[CH:4][CH:3]=1.[BH4-].[Na+]. The catalyst is C(Cl)Cl.CO. The product is [Cl:1][C:2]1[CH:3]=[CH:4][C:5]([C:8]2[CH:13]=[CH:12][CH:11]=[CH:10][C:9]=2[CH2:14][OH:15])=[CH:6][CH:7]=1. The yield is 0.980. (2) The reactants are C1(P(C2C=CC=CC=2)C2C=CC=CC=2)C=CC=CC=1.Cl[C:21]1[CH:26]=[CH:25][C:24]([N+:27]([O-])=O)=[CH:23][N:22]=1.C([Sn](CCCC)(CCCC)[CH:35]=[CH:36][C:37]1[CH:42]=[CH:41][CH:40]=[CH:39][CH:38]=1)CCC. The catalyst is CN(C=O)C.C([O-])(=O)C.[Pd+2].C([O-])(=O)C. The product is [CH:35](/[C:21]1[N:22]=[CH:23][C:24]([NH2:27])=[CH:25][CH:26]=1)=[CH:36]\[C:37]1[CH:42]=[CH:41][CH:40]=[CH:39][CH:38]=1. The yield is 0.230. (3) The reactants are C(OC([N:8]1[CH2:12][CH:11]([C:13]#[N:14])[CH2:10][CH:9]1[C:15]1[NH:16][C:17]([C:20]2[CH:25]=[CH:24][C:23]([C:26]3[CH:35]=[CH:34][C:33]4[C:28](=[CH:29][CH:30]=[C:31]([C:36]5[NH:37][C:38]([CH:41]6[CH2:47][C:44]7([CH2:46][CH2:45]7)[CH2:43][N:42]6[C:48](=[O:58])[CH:49]([NH:53][C:54]([O:56][CH3:57])=[O:55])[CH:50]([CH3:52])[CH3:51])=[N:39][CH:40]=5)[CH:32]=4)[CH:27]=3)=[CH:22][CH:21]=2)=[CH:18][N:19]=1)=O)(C)(C)C.[ClH:59]. The catalyst is C(Cl)Cl. The product is [ClH:59].[ClH:59].[ClH:59].[CH3:57][O:56][C:54](=[O:55])[NH:53][CH:49]([C:48]([N:42]1[CH:41]([C:38]2[NH:37][C:36]([C:31]3[CH:30]=[CH:29][C:28]4[C:33](=[CH:34][CH:35]=[C:26]([C:23]5[CH:24]=[CH:25][C:20]([C:17]6[NH:16][C:15]([CH:9]7[CH2:10][CH:11]([C:13]#[N:14])[CH2:12][NH:8]7)=[N:19][CH:18]=6)=[CH:21][CH:22]=5)[CH:27]=4)[CH:32]=3)=[CH:40][N:39]=2)[CH2:47][C:44]2([CH2:45][CH2:46]2)[CH2:43]1)=[O:58])[CH:50]([CH3:52])[CH3:51]. The yield is 0.990. (4) The reactants are [CH3:1][C:2]1[C:7]([C:8]([OH:10])=O)=[C:6]([CH3:11])[CH:5]=[CH:4][N:3]=1.C(Cl)(=O)C(Cl)=O.[CH3:18][O:19][C:20](=[O:46])[C@H:21]([CH2:38][C:39]1[CH:44]=[CH:43][C:42]([NH2:45])=[CH:41][CH:40]=1)[NH:22][C:23]([C:25]1([CH2:30][CH2:31][CH2:32][CH2:33][S:34]([CH3:37])(=[O:36])=[O:35])[CH2:29][CH2:28][CH2:27][CH2:26]1)=[S:24].C(N(C(C)C)CC)(C)C. The catalyst is ClCCl.CN(C=O)C.O. The product is [CH3:18][O:19][C:20](=[O:46])[C@H:21]([CH2:38][C:39]1[CH:44]=[CH:43][C:42]([NH:45][C:8]([C:7]2[C:2]([CH3:1])=[N:3][CH:4]=[CH:5][C:6]=2[CH3:11])=[O:10])=[CH:41][CH:40]=1)[NH:22][C:23]([C:25]1([CH2:30][CH2:31][CH2:32][CH2:33][S:34]([CH3:37])(=[O:36])=[O:35])[CH2:29][CH2:28][CH2:27][CH2:26]1)=[S:24]. The yield is 0.650. (5) The reactants are [Br:1][C:2]1[CH:3]=[CH:4][C:5]([O:10][C:11]([F:14])([F:13])[F:12])=[C:6]([CH:9]=1)[CH2:7]Br.[N-:15]=[N+:16]=[N-:17].[Na+]. The catalyst is CN(C=O)C. The product is [Br:1][C:2]1[CH:3]=[CH:4][C:5]([O:10][C:11]([F:14])([F:13])[F:12])=[C:6]([CH:9]=1)[CH2:7][N:15]=[N+:16]=[N-:17]. The yield is 0.990. (6) The reactants are [Si:1]([O:8][C:9]1[CH:14]=[CH:13][C:12]([NH:15]C(=O)OCC2C=CC=CC=2)=[C:11]([C:26]([N:28]([O:30][CH3:31])[CH3:29])=[O:27])[CH:10]=1)([C:4]([CH3:7])([CH3:6])[CH3:5])([CH3:3])[CH3:2].O1CCCC1. The catalyst is C(O)C.[C].[Pd]. The product is [NH2:15][C:12]1[CH:13]=[CH:14][C:9]([O:8][Si:1]([C:4]([CH3:7])([CH3:6])[CH3:5])([CH3:2])[CH3:3])=[CH:10][C:11]=1[C:26]([N:28]([O:30][CH3:31])[CH3:29])=[O:27]. The yield is 0.700.